Dataset: Experimentally validated miRNA-target interactions with 360,000+ pairs, plus equal number of negative samples. Task: Binary Classification. Given a miRNA mature sequence and a target amino acid sequence, predict their likelihood of interaction. (1) The miRNA is mmu-miR-147-3p with sequence GUGUGCGGAAAUGCUUCUGCUA. The protein sequence of the target gene is MAGRPHPYDGNSSDPENWDRKLHSRPRKLYKHSSTSSRIAKGGVDHTKMSLHGASGGHERSRDRRRSSDRSRDSSHERTESQLTPCIRNVTSPTRQHHVEREKDHSSSRPSSPRPQKASPNGSISSAGNSSRNSSQSSSDGSCKTAGEMVFVYENAKEGARNIRTSERVTLIVDNTRFVVDPSIFTAQPNTMLGRMFGSGREHNFTRPNEKGEYEVAEGIGSTVFRAILDYYKTGIIRCPDGISIPELREACDYLCISFEYSTIKCRDLSALMHELSNDGARRQFEFYLEEMILPLMVAS.... Result: 0 (no interaction). (2) The miRNA is hsa-miR-5699-5p with sequence UGCCCCAACAAGGAAGGACAAG. The protein sequence of the target gene is MSAAGARGLRATYHRLLDKVELMLPEKLRPLYNHPAGPRTVFFWAPIMKWGLVCAGLADMARPAEKLSTAQSAVLMATGFIWSRYSLVIIPKNWSLFAVNFFVGAAGASQLFRIWRYNQELKAKAHK. Result: 0 (no interaction). (3) The miRNA is hsa-miR-511-5p with sequence GUGUCUUUUGCUCUGCAGUCA. The protein sequence of the target gene is MRLLPRLLLLLLLVFPATVLFRGGPRGLLAVAQDLTEDEETVEDSIIEDEDDEAEVEEDEPTDLVEDKEEEDVSGEPEASPSADTTILFVKGEDFPANNIVKFLVGFTNKGTEDFIVESLDASFRYPQDYQFYIQNFTALPLNTVVPPQRQATFEYSFIPAEPMGGRPFGLVINLNYKDLNGNVFQDAVFNQTVTVIEREDGLDGETIFMYMFLAGLGLLVIVGLHQLLESRKRKRPIQKVEMGTSSQNDVDMSWIPQETLNQINKASPRRLPRKRAQKRSVGSDE. Result: 0 (no interaction).